This data is from NCI-60 drug combinations with 297,098 pairs across 59 cell lines. The task is: Regression. Given two drug SMILES strings and cell line genomic features, predict the synergy score measuring deviation from expected non-interaction effect. (1) Drug 1: CC=C1C(=O)NC(C(=O)OC2CC(=O)NC(C(=O)NC(CSSCCC=C2)C(=O)N1)C(C)C)C(C)C. Drug 2: COC1=C2C(=CC3=C1OC=C3)C=CC(=O)O2. Cell line: OVCAR-8. Synergy scores: CSS=36.2, Synergy_ZIP=5.25, Synergy_Bliss=2.88, Synergy_Loewe=-30.1, Synergy_HSA=2.12. (2) Drug 1: CC1=CC=C(C=C1)C2=CC(=NN2C3=CC=C(C=C3)S(=O)(=O)N)C(F)(F)F. Drug 2: CC1=C(C=C(C=C1)C(=O)NC2=CC(=CC(=C2)C(F)(F)F)N3C=C(N=C3)C)NC4=NC=CC(=N4)C5=CN=CC=C5. Cell line: SNB-19. Synergy scores: CSS=1.80, Synergy_ZIP=2.68, Synergy_Bliss=6.81, Synergy_Loewe=1.79, Synergy_HSA=-0.797. (3) Drug 1: CC1C(C(CC(O1)OC2CC(CC3=C2C(=C4C(=C3O)C(=O)C5=C(C4=O)C(=CC=C5)OC)O)(C(=O)C)O)N)O.Cl. Drug 2: C1CNP(=O)(OC1)N(CCCl)CCCl. Cell line: SF-539. Synergy scores: CSS=28.6, Synergy_ZIP=4.52, Synergy_Bliss=5.20, Synergy_Loewe=-36.0, Synergy_HSA=-0.588. (4) Drug 1: CC1=C2C(C(=O)C3(C(CC4C(C3C(C(C2(C)C)(CC1OC(=O)C(C(C5=CC=CC=C5)NC(=O)OC(C)(C)C)O)O)OC(=O)C6=CC=CC=C6)(CO4)OC(=O)C)OC)C)OC. Drug 2: C1=NC2=C(N=C(N=C2N1C3C(C(C(O3)CO)O)F)Cl)N. Cell line: TK-10. Synergy scores: CSS=42.5, Synergy_ZIP=-6.71, Synergy_Bliss=-6.80, Synergy_Loewe=-5.95, Synergy_HSA=1.46. (5) Drug 1: CCC1(CC2CC(C3=C(CCN(C2)C1)C4=CC=CC=C4N3)(C5=C(C=C6C(=C5)C78CCN9C7C(C=CC9)(C(C(C8N6C=O)(C(=O)OC)O)OC(=O)C)CC)OC)C(=O)OC)O.OS(=O)(=O)O. Drug 2: CCCCC(=O)OCC(=O)C1(CC(C2=C(C1)C(=C3C(=C2O)C(=O)C4=C(C3=O)C=CC=C4OC)O)OC5CC(C(C(O5)C)O)NC(=O)C(F)(F)F)O. Cell line: NCIH23. Synergy scores: CSS=62.0, Synergy_ZIP=4.16, Synergy_Bliss=2.30, Synergy_Loewe=-4.28, Synergy_HSA=3.95. (6) Drug 1: CN1C(=O)N2C=NC(=C2N=N1)C(=O)N. Drug 2: CC1=C(C(=O)C2=C(C1=O)N3CC4C(C3(C2COC(=O)N)OC)N4)N. Cell line: NCI/ADR-RES. Synergy scores: CSS=13.7, Synergy_ZIP=-5.18, Synergy_Bliss=-1.33, Synergy_Loewe=-7.68, Synergy_HSA=-1.15.